From a dataset of NCI-60 drug combinations with 297,098 pairs across 59 cell lines. Regression. Given two drug SMILES strings and cell line genomic features, predict the synergy score measuring deviation from expected non-interaction effect. (1) Drug 1: C1C(C(OC1N2C=NC3=C(N=C(N=C32)Cl)N)CO)O. Drug 2: CC(C)CN1C=NC2=C1C3=CC=CC=C3N=C2N. Cell line: RXF 393. Synergy scores: CSS=-7.24, Synergy_ZIP=3.34, Synergy_Bliss=-1.60, Synergy_Loewe=-5.35, Synergy_HSA=-7.61. (2) Drug 1: C1=NC2=C(N=C(N=C2N1C3C(C(C(O3)CO)O)O)F)N. Drug 2: CN1C(=O)N2C=NC(=C2N=N1)C(=O)N. Cell line: SK-MEL-28. Synergy scores: CSS=-0.579, Synergy_ZIP=0.809, Synergy_Bliss=3.36, Synergy_Loewe=-4.87, Synergy_HSA=-2.61.